From a dataset of Reaction yield outcomes from USPTO patents with 853,638 reactions. Predict the reaction yield, written as a fraction of the theoretical maximum amount of product (1.0 means a 100% yield; for example, 0.34 means a 34% yield). (1) The reactants are Br[CH2:2][CH2:3][C:4]([O:6][CH3:7])=[O:5].CS(C)=O.O=C1O[C@H]([C@H](CO)O)C([O-])=C1O.[Na+].[CH2:25]([N:28]1[C:34](=[O:35])[C:33]2[CH:36]=[CH:37][CH:38]=[CH:39][C:32]=2[O:31][C:30]2[CH:40]=[CH:41][CH:42]=[CH:43][C:29]1=2)[C:26]#[CH:27].[N-:44]=[N+:45]=[N-:46].[Na+]. The catalyst is C(Cl)Cl.S([O-])([O-])(=O)=O.[Cu+2].C(OCC)(=O)C.O. The product is [O:35]=[C:34]1[C:33]2[CH2:36][CH2:37][CH:38]=[CH:39][C:32]=2[O:31][C:30]2[CH:40]=[CH:41][CH:42]=[CH:43][C:29]=2[N:28]1[CH2:25][C:26]1[N:44]=[N:45][N:46]([CH2:2][CH2:3][C:4]([O:6][CH3:7])=[O:5])[CH:27]=1. The yield is 0.310. (2) The catalyst is C1COCC1.CCOC(C)=O. The reactants are C(N1C=CN=C1)(N1C=CN=C1)=O.[CH:13]1([C:19]2[C:20]3[CH:21]=[CH:22][C:23]([C:43]([OH:45])=O)=[CH:24][C:25]=3[N:26]3[CH2:32][C:31]([C:33]([O:35][CH3:36])=[O:34])=[CH:30][C:29]4[CH:37]=[C:38]([O:41][CH3:42])[CH:39]=[CH:40][C:28]=4[C:27]=23)[CH2:18][CH2:17][CH2:16][CH2:15][CH2:14]1.[CH3:46][CH:47]([S:49]([NH2:52])(=[O:51])=[O:50])[CH3:48].C1CCN2C(=NCCC2)CC1. The yield is 0.850. The product is [CH:13]1([C:19]2[C:20]3[CH:21]=[CH:22][C:23]([C:43](=[O:45])[NH:52][S:49]([CH:47]([CH3:48])[CH3:46])(=[O:51])=[O:50])=[CH:24][C:25]=3[N:26]3[CH2:32][C:31]([C:33]([O:35][CH3:36])=[O:34])=[CH:30][C:29]4[CH:37]=[C:38]([O:41][CH3:42])[CH:39]=[CH:40][C:28]=4[C:27]=23)[CH2:14][CH2:15][CH2:16][CH2:17][CH2:18]1. (3) The reactants are [F:1][C:2]1[CH:3]=[C:4]2[C:8](=[CH:9][CH:10]=1)[N:7]([CH2:11][C:12]1[O:13][C:14]([C:17]([F:20])([F:19])[F:18])=[CH:15][CH:16]=1)[C:6](=[O:21])[CH:5]2[C:22]1[C:30]([OH:31])=[CH:29][C:25]2[O:26][CH2:27][O:28][C:24]=2[CH:23]=1.[CH2:32]=[O:33].O.[OH-].[Li+]. The catalyst is O1CCCC1.O. The product is [F:1][C:2]1[CH:3]=[C:4]2[C:8](=[CH:9][CH:10]=1)[N:7]([CH2:11][C:12]1[O:13][C:14]([C:17]([F:20])([F:18])[F:19])=[CH:15][CH:16]=1)[C:6](=[O:21])[C:5]2([C:22]1[C:30]([OH:31])=[CH:29][C:25]2[O:26][CH2:27][O:28][C:24]=2[CH:23]=1)[CH2:32][OH:33]. The yield is 0.590. (4) The reactants are C([NH:8][CH:9]1[C:17]2[C:12](=[CH:13][CH:14]=[C:15]([F:18])[CH:16]=2)[CH2:11][CH2:10]1)C1C=CC=CC=1. The catalyst is [Pd].C(O)C. The product is [F:18][C:15]1[CH:16]=[C:17]2[C:12]([CH2:11][CH2:10][CH:9]2[NH2:8])=[CH:13][CH:14]=1. The yield is 1.00.